Dataset: Forward reaction prediction with 1.9M reactions from USPTO patents (1976-2016). Task: Predict the product of the given reaction. (1) Given the reactants [Cl:1][C:2]1[CH:11]=[C:10]2[C:5]([CH:6]=[C:7]([C:25]3[NH:29][C:28](=[O:30])[NH:27][N:26]=3)[N:8]=[C:9]2[O:12][C@H:13]2[CH2:17][CH2:16][N:15](C(OC(C)(C)C)=O)[CH2:14]2)=[CH:4][CH:3]=1, predict the reaction product. The product is: [Cl:1][C:2]1[CH:11]=[C:10]2[C:5]([CH:6]=[C:7]([C:25]3[NH:29][C:28](=[O:30])[NH:27][N:26]=3)[N:8]=[C:9]2[O:12][C@H:13]2[CH2:17][CH2:16][NH:15][CH2:14]2)=[CH:4][CH:3]=1. (2) The product is: [OH:23][C:14]1[CH:15]=[CH:16][C:17]([S:19]([CH3:22])(=[O:21])=[O:20])=[CH:18][C:13]=1[N:12]1[C:1](=[O:11])[C:2]2[C:3](=[CH:7][CH:8]=[CH:9][CH:10]=2)[C:4]1=[O:6]. Given the reactants [C:1]1(=[O:11])[O:6][C:4](=O)[C:3]2=[CH:7][CH:8]=[CH:9][CH:10]=[C:2]12.[NH2:12][C:13]1[CH:18]=[C:17]([S:19]([CH3:22])(=[O:21])=[O:20])[CH:16]=[CH:15][C:14]=1[OH:23].O, predict the reaction product. (3) Given the reactants [CH2:1]([NH:8][CH2:9][C:10]([C:12]1[CH:17]=[CH:16][C:15]([O:18][CH3:19])=[CH:14][CH:13]=1)=[O:11])[C:2]1[CH:7]=[CH:6][CH:5]=[CH:4][CH:3]=1.[CH3:20][O:21][C:22]1[CH:23]=[C:24]([CH:27]=[CH:28][CH:29]=1)[CH:25]=O.[BH-](OC(C)=O)(OC(C)=O)OC(C)=O.[Na+].C([O-])(O)=O.[Na+], predict the reaction product. The product is: [CH2:1]([N:8]([CH2:25][C:24]1[CH:27]=[CH:28][CH:29]=[C:22]([O:21][CH3:20])[CH:23]=1)[CH2:9][C:10]([C:12]1[CH:13]=[CH:14][C:15]([O:18][CH3:19])=[CH:16][CH:17]=1)=[O:11])[C:2]1[CH:3]=[CH:4][CH:5]=[CH:6][CH:7]=1.